From a dataset of Catalyst prediction with 721,799 reactions and 888 catalyst types from USPTO. Predict which catalyst facilitates the given reaction. (1) Reactant: [CH2:1]([NH:4][C:5]1[N:10]=[C:9]([NH:11][CH2:12][CH2:13][CH3:14])[N:8]=[C:7]([N:15]([CH3:18])[O:16][CH3:17])[N:6]=1)[CH2:2][CH3:3].[P:19](=[O:23])([OH:22])([OH:21])[OH:20]. Product: [P:19](=[O:20])([OH:23])([OH:22])[OH:21].[CH2:1]([NH:4][C:5]1[N:10]=[C:9]([NH:11][CH2:12][CH2:13][CH3:14])[N:8]=[C:7]([N:15]([CH3:18])[O:16][CH3:17])[N:6]=1)[CH2:2][CH3:3]. The catalyst class is: 10. (2) Reactant: CN(CCCN1CN(CCCN(C)C)CN(CCCN(C)C)C1)C.[C:39]([O-])(=[O:51])[CH2:40]CCCC[CH2:31][CH2:32][CH2:33][CH2:34][CH2:35][CH3:36].[C:39]([O-])(=[O:51])[CH2:40][CH2:31][CH2:32][CH2:33][CH2:34][CH2:35][CH2:36]CCCC.C([Sn+2]CCCC)CCC.C([N:68]=[C:69]=[O:70])CCCCC.[N-]=C=O. Product: [CH2:31]([NH:68][C:69](=[O:70])[O:51][CH2:39][CH3:40])[CH2:32][CH2:33][CH2:34][CH2:35][CH3:36]. The catalyst class is: 8. (3) Reactant: [CH2:1]([NH:3][C:4]1[CH:9]=[CH:8][C:7]([O:10][CH3:11])=[CH:6][CH:5]=1)[CH3:2].C(N(C(C)C)C(C)C)C.Cl[C:22](Cl)([O:24]C(=O)OC(Cl)(Cl)Cl)Cl.Cl.[NH:34]1[CH2:39][CH2:38][CH:37]([C:40]([C:42]2[CH:43]=[C:44]([CH3:48])[CH:45]=[CH:46][CH:47]=2)=[O:41])[CH2:36][CH2:35]1. Product: [CH2:1]([N:3]([C:4]1[CH:9]=[CH:8][C:7]([O:10][CH3:11])=[CH:6][CH:5]=1)[C:22]([N:34]1[CH2:39][CH2:38][CH:37]([C:40](=[O:41])[C:42]2[CH:47]=[CH:46][CH:45]=[C:44]([CH3:48])[CH:43]=2)[CH2:36][CH2:35]1)=[O:24])[CH3:2]. The catalyst class is: 2. (4) Reactant: [CH:1]1([CH:7]([NH:19][C:20]2[N:25]=[CH:24][C:23]([C:26]([N:28]([CH3:36])[CH2:29][CH2:30][C:31]([O:33]CC)=[O:32])=[O:27])=[CH:22][CH:21]=2)[C:8]2[O:9][C:10]3[CH:17]=[CH:16][C:15]([F:18])=[CH:14][C:11]=3[C:12]=2[CH3:13])[CH2:6][CH2:5][CH2:4][CH2:3][CH2:2]1.O1CCCC1.[OH-].[Na+]. Product: [CH:1]1([CH:7]([NH:19][C:20]2[N:25]=[CH:24][C:23]([C:26]([N:28]([CH3:36])[CH2:29][CH2:30][C:31]([OH:33])=[O:32])=[O:27])=[CH:22][CH:21]=2)[C:8]2[O:9][C:10]3[CH:17]=[CH:16][C:15]([F:18])=[CH:14][C:11]=3[C:12]=2[CH3:13])[CH2:6][CH2:5][CH2:4][CH2:3][CH2:2]1. The catalyst class is: 8.